From a dataset of Forward reaction prediction with 1.9M reactions from USPTO patents (1976-2016). Predict the product of the given reaction. (1) Given the reactants [CH3:1][C:2]1[CH:14]=[C:13]([CH2:15][CH2:16][CH:17]([C:19]2[CH:24]=[CH:23][C:22]([S:25][CH3:26])=[CH:21][CH:20]=2)[OH:18])[CH:12]=[C:11]([CH3:27])[C:3]=1[O:4][C:5]([CH3:10])([CH3:9])[C:6]([OH:8])=[O:7].[CH2:28](O)[CH3:29].O, predict the reaction product. The product is: [CH3:1][C:2]1[CH:14]=[C:13]([CH2:15][CH2:16][CH:17]([C:19]2[CH:24]=[CH:23][C:22]([S:25][CH3:26])=[CH:21][CH:20]=2)[O:18][CH2:28][CH3:29])[CH:12]=[C:11]([CH3:27])[C:3]=1[O:4][C:5]([CH3:9])([CH3:10])[C:6]([OH:8])=[O:7]. (2) Given the reactants [Br:1][C:2]1[CH:3]=[C:4]([CH:7]=[C:8]([Br:10])[CH:9]=1)[CH2:5]O.S(Cl)([Cl:13])=O, predict the reaction product. The product is: [Br:1][C:2]1[CH:3]=[C:4]([CH:7]=[C:8]([Br:10])[CH:9]=1)[CH2:5][Cl:13]. (3) Given the reactants [NH2:1][C:2]1[CH:3]=[CH:4][C:5]([N:8]2[CH2:13][CH2:12][N:11]([C:14]([O:16][C:17]([CH3:20])([CH3:19])[CH3:18])=[O:15])[CH2:10][C@H:9]2[CH3:21])=[N:6][CH:7]=1.[Br:22][C:23]1[C:31]([O:32][C:33]([F:36])([F:35])[F:34])=[CH:30][C:26]([C:27](O)=[O:28])=[CH:25][C:24]=1[Cl:37].CN(C(ON1N=NC2C=CC=NC1=2)=[N+](C)C)C.F[P-](F)(F)(F)(F)F.CCN(C(C)C)C(C)C, predict the reaction product. The product is: [Br:22][C:23]1[C:31]([O:32][C:33]([F:34])([F:35])[F:36])=[CH:30][C:26]([C:27]([NH:1][C:2]2[CH:3]=[CH:4][C:5]([N:8]3[CH2:13][CH2:12][N:11]([C:14]([O:16][C:17]([CH3:20])([CH3:19])[CH3:18])=[O:15])[CH2:10][C@H:9]3[CH3:21])=[N:6][CH:7]=2)=[O:28])=[CH:25][C:24]=1[Cl:37]. (4) Given the reactants [Cl:1][C:2]1[CH:3]=[C:4]2[C:8](=[CH:9][CH:10]=1)[N:7]([CH2:11][C:12]1[CH:17]=[CH:16][CH:15]=[CH:14][CH:13]=1)[C:6]([C:18](=[O:23])[CH2:19][CH2:20][CH2:21][CH3:22])=[CH:5]2.C[Si]([N-][Si](C)(C)C)(C)C.[K+].[CH3:34][O:35][C:36]([C:38]1[CH:43]=[CH:42][C:41]([CH2:44]Br)=[CH:40][CH:39]=1)=[O:37].[NH4+].[Cl-], predict the reaction product. The product is: [CH2:11]([N:7]1[C:8]2[C:4](=[CH:3][C:2]([Cl:1])=[CH:10][CH:9]=2)[CH:5]=[C:6]1[C:18]([CH:19]([CH2:20][CH2:21][CH3:22])[CH2:44][C:41]1[CH:42]=[CH:43][C:38]([C:36]([O:35][CH3:34])=[O:37])=[CH:39][CH:40]=1)=[O:23])[C:12]1[CH:13]=[CH:14][CH:15]=[CH:16][CH:17]=1. (5) Given the reactants [C:1]([O:5][C:6]([NH:8][CH:9]1[CH2:14][CH2:13][CH2:12][N:11]([CH2:15][C:16]([OH:18])=O)[C:10]1=[O:19])=[O:7])([CH3:4])([CH3:3])[CH3:2].O[N:21]1[C:25]2[CH:26]=[CH:27][CH:28]=[CH:29][C:24]=2N=N1.Cl.CN(C)[CH2:33][CH2:34][CH2:35]N=C=NCC.[CH:42](N(C(C)C)CC)(C)C, predict the reaction product. The product is: [C:1]([O:5][C:6](=[O:7])[NH:8][CH:9]1[CH2:14][CH2:13][CH2:12][N:11]([CH2:15][C:16](=[O:18])[NH:21][CH:25]2[C:24]3[C:29](=[CH:42][CH:35]=[CH:34][CH:33]=3)[CH2:28][CH2:27][CH2:26]2)[C:10]1=[O:19])([CH3:2])([CH3:3])[CH3:4].